This data is from Forward reaction prediction with 1.9M reactions from USPTO patents (1976-2016). The task is: Predict the product of the given reaction. (1) Given the reactants [ClH:1].[C:2]1([C@H:12]([NH:14][CH2:15][CH2:16][C:17]([C:19]2[CH:24]=[CH:23][CH:22]=[C:21]([C:25]([F:28])([F:27])[F:26])[CH:20]=2)=[O:18])[CH3:13])[C:11]2[C:6](=[CH:7][CH:8]=[CH:9][CH:10]=2)[CH:5]=[CH:4][CH:3]=1.[BH4-].[Na+].[OH-].[Na+].O, predict the reaction product. The product is: [ClH:1].[C:2]1([CH:12]([NH:14][CH2:15][CH2:16][C@H:17]([C:19]2[CH:24]=[CH:23][CH:22]=[C:21]([C:25]([F:26])([F:27])[F:28])[CH:20]=2)[OH:18])[CH3:13])[C:11]2[C:6](=[CH:7][CH:8]=[CH:9][CH:10]=2)[CH:5]=[CH:4][CH:3]=1. (2) Given the reactants Cl[C:2]1[CH:3]=[C:4]([CH:23]=[CH:24][C:25]=1[Cl:26])[O:5][CH:6]1[CH2:11][CH2:10][N:9]([S:12]([C:15]2[C:16]([CH3:22])=[N:17][N:18]([CH3:21])[C:19]=2[CH3:20])(=[O:14])=[O:13])[CH2:8][CH2:7]1.CN1C(C)=C(S(Cl)(=O)=O)C(C)=N1.Cl.[F:40]C(F)(F)OC1C=CC(OC2CCNCC2)=CC=1, predict the reaction product. The product is: [Cl:26][C:25]1[CH:24]=[CH:23][C:4]([O:5][CH:6]2[CH2:11][CH2:10][N:9]([S:12]([C:15]3[C:16]([CH3:22])=[N:17][N:18]([CH3:21])[C:19]=3[CH3:20])(=[O:14])=[O:13])[CH2:8][CH2:7]2)=[CH:3][C:2]=1[F:40]. (3) The product is: [CH2:44]([N:46]([CH2:67][C:68]1[CH:73]=[CH:72][C:71]([O:74][CH2:75][CH2:76][N:77]2[CH2:82][CH2:81][CH2:80][CH2:79][CH2:78]2)=[C:70]([F:83])[CH:69]=1)[C:47]1[CH:52]=[C:51]([OH:53])[CH:50]=[CH:49][C:48]=1[CH:55]1[CH2:64][CH2:63][C:62]2[CH:61]=[C:60]([OH:65])[CH:59]=[CH:58][C:57]=2[CH2:56]1)[CH3:45]. Given the reactants C(NC1C=C(OC)C=CC=1C1CCC2C(=CC=C(OC)C=2)C1)C.Cl.FC1C=C(C=CC=1OCCN1CCCCC1)C(O)=O.[CH2:44]([N:46]([CH2:67][C:68]1[CH:73]=[CH:72][C:71]([O:74][CH2:75][CH2:76][N:77]2[CH2:82][CH2:81][CH2:80][CH2:79][CH2:78]2)=[C:70]([F:83])[CH:69]=1)[C:47]1[CH:52]=[C:51]([O:53]C)[CH:50]=[CH:49][C:48]=1[CH:55]1[CH2:64][CH2:63][C:62]2[C:57](=[CH:58][CH:59]=[C:60]([O:65]C)[CH:61]=2)[CH2:56]1)[CH3:45], predict the reaction product. (4) Given the reactants [CH:1]1([N:6]2[C:10](=[O:11])[C:9]([OH:12])=[C:8]([CH3:13])[N:7]2[CH3:14])[CH2:5][CH2:4][CH2:3][CH2:2]1.IC.[C:17](=O)([O-])[O-].[K+].[K+], predict the reaction product. The product is: [CH:1]1([N:6]2[C:10](=[O:11])[C:9]([O:12][CH3:17])=[C:8]([CH3:13])[N:7]2[CH3:14])[CH2:2][CH2:3][CH2:4][CH2:5]1. (5) Given the reactants [Na+].[CH2:2]([O:9][C:10]1[CH:15]=[CH:14][C:13]([CH2:16][CH2:17][CH2:18][CH2:19][CH2:20][CH2:21][CH2:22][S:23]([O-:26])(=O)=[O:24])=[CH:12][CH:11]=1)[C:3]1[CH:8]=[CH:7][CH:6]=[CH:5][CH:4]=1.CN(C=O)C.S(Cl)([Cl:34])=O, predict the reaction product. The product is: [CH2:2]([O:9][C:10]1[CH:15]=[CH:14][C:13]([CH2:16][CH2:17][CH2:18][CH2:19][CH2:20][CH2:21][CH2:22][S:23]([Cl:34])(=[O:26])=[O:24])=[CH:12][CH:11]=1)[C:3]1[CH:8]=[CH:7][CH:6]=[CH:5][CH:4]=1. (6) Given the reactants [CH3:1][N:2]([C:9]1[CH:14]=[CH:13][CH:12]=[C:11]([N+:15]([O-])=O)[CH:10]=1)[C:3]1[CH:4]=[N:5][CH:6]=[CH:7][CH:8]=1.Cl[Sn]Cl.[OH-].[Na+], predict the reaction product. The product is: [CH3:1][N:2]([C:3]1[CH:4]=[N:5][CH:6]=[CH:7][CH:8]=1)[C:9]1[CH:14]=[CH:13][CH:12]=[C:11]([NH2:15])[CH:10]=1. (7) Given the reactants Br[C:2]1[CH:7]=[CH:6][C:5](Br)=[CH:4][N:3]=1.[C:9]1(B(O)O)[CH:14]=[CH:13][CH:12]=[CH:11][CH:10]=1.P([O-])([O-])([O-])=O.[K+].[K+].[K+], predict the reaction product. The product is: [C:9]1([C:2]2[CH:7]=[CH:6][C:5]([C:9]3[CH:14]=[CH:13][CH:12]=[CH:11][CH:10]=3)=[CH:4][N:3]=2)[CH:14]=[CH:13][CH:12]=[CH:11][CH:10]=1.